Dataset: Reaction yield outcomes from USPTO patents with 853,638 reactions. Task: Predict the reaction yield, written as a fraction of the theoretical maximum amount of product (1.0 means a 100% yield; for example, 0.34 means a 34% yield). (1) The reactants are [CH3:1][O:2][C:3]1[CH:38]=[C:37]([O:39][CH3:40])[CH:36]=[CH:35][C:4]=1[CH2:5][NH:6][C:7]1[C:8]2[CH:15]=[CH:14][N:13]([C@H:16]3[C@@H:20]4[O:21][C:22]([CH3:25])([CH3:24])[O:23][C@@H:19]4[C@@H:18]([CH2:26][N:27]([CH:32]([CH3:34])[CH3:33])[CH2:28][CH2:29][CH2:30][NH2:31])[O:17]3)[C:9]=2[N:10]=[CH:11][N:12]=1.[C:41]([C:45]1[CH:50]=[CH:49][C:48]([N:51]=[C:52]=[O:53])=[CH:47][CH:46]=1)([CH3:44])([CH3:43])[CH3:42]. The catalyst is C(Cl)Cl. The product is [C:41]([C:45]1[CH:50]=[CH:49][C:48]([NH:51][C:52]([NH:31][CH2:30][CH2:29][CH2:28][N:27]([CH2:26][C@@H:18]2[C@@H:19]3[C@@H:20]([O:21][C:22]([CH3:24])([CH3:25])[O:23]3)[C@H:16]([N:13]3[C:9]4[N:10]=[CH:11][N:12]=[C:7]([NH:6][CH2:5][C:4]5[CH:35]=[CH:36][C:37]([O:39][CH3:40])=[CH:38][C:3]=5[O:2][CH3:1])[C:8]=4[CH:15]=[CH:14]3)[O:17]2)[CH:32]([CH3:34])[CH3:33])=[O:53])=[CH:47][CH:46]=1)([CH3:44])([CH3:42])[CH3:43]. The yield is 0.730. (2) The yield is 0.420. The product is [Cl:1][C:2]1[CH:7]=[C:6]([Cl:8])[CH:5]=[CH:4][C:3]=1[CH2:9][C:11]1[O:12][C:13]2[CH:20]=[C:19]([C:32]3[CH:31]=[CH:39][CH:38]=[CH:37][C:33]=3[C:34]([NH2:36])=[O:35])[CH:18]=[CH:17][C:14]=2[C:15]=1[CH3:16]. The reactants are [Cl:1][C:2]1[CH:7]=[C:6]([Cl:8])[CH:5]=[CH:4][C:3]=1[C:9]([C:11]1[O:12][C:13]2[CH:20]=[C:19](B3OC(C)(C)C(C)(C)O3)[CH:18]=[CH:17][C:14]=2[C:15]=1[CH3:16])=O.Br[C:31]1[CH:32]=[C:33]([CH:37]=[CH:38][CH:39]=1)[C:34]([NH2:36])=[O:35].ClCCl.C([O-])([O-])=O.[Na+].[Na+]. The catalyst is C1(C)C=CC=CC=1.C(O)C.C1C=CC(P(C2C=CC=CC=2)[C-]2C=CC=C2)=CC=1.C1C=CC(P(C2C=CC=CC=2)[C-]2C=CC=C2)=CC=1.Cl[Pd]Cl.[Fe+2]. (3) The reactants are C(OC(=O)[NH:7][CH:8]([CH3:19])[C:9]([N:11]1[CH2:16][CH2:15][S:14](=[O:18])(=[O:17])[CH2:13][CH2:12]1)=[O:10])(C)(C)C.FC(F)(F)C(O)=O. The catalyst is C(Cl)Cl. The product is [NH2:7][CH:8]([CH3:19])[C:9]([N:11]1[CH2:16][CH2:15][S:14](=[O:18])(=[O:17])[CH2:13][CH2:12]1)=[O:10]. The yield is 1.00. (4) The reactants are [CH3:1][O:2][C:3](=[O:36])[CH2:4][CH2:5][CH2:6][CH2:7][CH2:8][C@H:9]([O:32][CH2:33][CH:34]=[CH2:35])[C:10](=[O:31])[NH:11][C:12]1[CH:17]=[CH:16][CH:15]=[CH:14][C:13]=1[NH:18][C:19](=[O:30])[C:20]1[CH:25]=[C:24](C=C)[CH:23]=[C:22]([O:28][CH3:29])[CH:21]=1. The catalyst is CC1C=C(C)C(N2C(=[Ru](Cl)(Cl)=CC3C=CC=CC=3OC(C)C)N(C3C(C)=CC(C)=CC=3C)CC2)=C(C)C=1.ClC(Cl)C. The product is [CH3:1][O:2][C:3](=[O:36])[CH2:4][CH2:5][CH2:6][CH2:7][CH2:8][C@@H:9]1[O:32][CH2:33][CH:34]=[CH:35][C:24]2[CH:25]=[C:20]([CH:21]=[C:22]([O:28][CH3:29])[CH:23]=2)[C:19](=[O:30])[NH:18][C:13]2[C:12](=[CH:17][CH:16]=[CH:15][CH:14]=2)[NH:11][C:10]1=[O:31]. The yield is 0.250. (5) The yield is 0.720. The catalyst is C(O)(C(F)(F)F)=O.C(Cl)Cl. The reactants are [F:1][C:2]1[CH:31]=[CH:30][C:5]([C:6]([NH:8][C:9](=[S:29])[NH:10][C:11]2[S:21][C:14]3[CH2:15][O:16][C:17]([CH3:20])([CH3:19])[CH2:18][C:13]=3[C:12]=2[C:22]([O:24]C(C)(C)C)=[O:23])=[O:7])=[CH:4][CH:3]=1. The product is [F:1][C:2]1[CH:3]=[CH:4][C:5]([C:6]([NH:8][C:9](=[S:29])[NH:10][C:11]2[S:21][C:14]3[CH2:15][O:16][C:17]([CH3:20])([CH3:19])[CH2:18][C:13]=3[C:12]=2[C:22]([OH:24])=[O:23])=[O:7])=[CH:30][CH:31]=1.